Task: Predict the reactants needed to synthesize the given product.. Dataset: Full USPTO retrosynthesis dataset with 1.9M reactions from patents (1976-2016) (1) Given the product [CH2:7]([O:30][C:22]1[C:21]([CH:31]=[O:32])=[C:20]([CH:25]=[CH:24][C:23]=1[C:26]([F:29])([F:27])[F:28])[CH2:19][O:18][C:17]1[CH:16]=[CH:15][C:14]([C:33]2[CH:34]=[CH:35][C:36]([CH2:39][C:40]([O:42][CH2:43][CH:44]=[CH2:45])=[O:41])=[CH:37][CH:38]=2)=[CH:13][C:12]=1[F:11])[CH:8]=[CH2:9], predict the reactants needed to synthesize it. The reactants are: C(=O)([O-])[O-].[K+].[K+].[CH2:7](Br)[CH:8]=[CH2:9].[F:11][C:12]1[CH:13]=[C:14]([C:33]2[CH:38]=[CH:37][C:36]([CH2:39][C:40]([O:42][CH2:43][CH:44]=[CH2:45])=[O:41])=[CH:35][CH:34]=2)[CH:15]=[CH:16][C:17]=1[O:18][CH2:19][C:20]1[CH:25]=[CH:24][C:23]([C:26]([F:29])([F:28])[F:27])=[C:22]([OH:30])[C:21]=1[CH:31]=[O:32].O. (2) Given the product [ClH:8].[Cl:8][C:9]1[CH:29]=[CH:28][C:12]([CH2:13][C:14]2([OH:27])[CH2:15][CH2:16][NH:17][CH2:18][CH2:19]2)=[C:11]([O:30][CH3:31])[CH:10]=1, predict the reactants needed to synthesize it. The reactants are: Cl.O1CCOCC1.[Cl:8][C:9]1[CH:29]=[CH:28][C:12]([CH2:13][C:14]2([OH:27])[CH2:19][CH2:18][N:17](C(OC(C)(C)C)=O)[CH2:16][CH2:15]2)=[C:11]([O:30][CH3:31])[CH:10]=1. (3) Given the product [CH3:49][C:2]([CH3:1])([CH2:45][CH2:46][CH2:47][CH3:48])[C:3]([NH:5][CH2:6][C@@H:7]1[O:11][C:10]([CH3:12])([CH3:13])[N:9]([C:14]([O:16][C:17]([CH3:18])([CH3:19])[CH3:20])=[O:15])[C@H:8]1[CH2:21][C@H:22]([CH2:26][C:31]1[CH:36]=[CH:35][C:34]([CH2:37][CH3:38])=[C:33]([O:39][CH2:40][CH2:41][CH2:42][O:43][CH3:44])[CH:32]=1)[CH:23]([CH3:25])[CH3:24])=[O:4].[CH3:49][C:2]([CH3:1])([CH2:45][CH2:46][CH2:47][CH3:48])[C:3]([NH:5][CH2:6][C@H:7]1[O:11][C:10]([CH3:12])([CH3:13])[N:9]([C:14]([O:16][C:17]([CH3:18])([CH3:19])[CH3:20])=[O:15])[C@H:8]1[CH2:21][C@H:22]([CH2:26][C:31]1[CH:36]=[CH:35][C:34]([CH2:37][CH3:38])=[C:33]([O:39][CH2:40][CH2:41][CH2:42][O:43][CH3:44])[CH:32]=1)[CH:23]([CH3:25])[CH3:24])=[O:4], predict the reactants needed to synthesize it. The reactants are: [CH3:1][C:2]([CH3:49])([CH2:45][CH2:46][CH2:47][CH3:48])[C:3]([NH:5][CH2:6][CH:7]1[O:11][C:10]([CH3:13])([CH3:12])[N:9]([C:14]([O:16][C:17]([CH3:20])([CH3:19])[CH3:18])=[O:15])[C@H:8]1[CH2:21][C@H:22]([CH:26]([C:31]1[CH:36]=[CH:35][C:34]([CH2:37][CH3:38])=[C:33]([O:39][CH2:40][CH2:41][CH2:42][O:43][CH3:44])[CH:32]=1)OC(=O)C)[CH:23]([CH3:25])[CH3:24])=[O:4]. (4) Given the product [CH3:17][S:14]([C:12]1[CH:11]=[CH:10][C:9]([O:18][C@H:19]([CH3:24])[C:20]([F:23])([F:22])[F:21])=[C:8]([C:6]([N:4]2[CH2:3][CH:2]([O:1][C:26]3[CH:31]=[CH:30][C:29]([C:32]([F:35])([F:34])[F:33])=[CH:28][CH:27]=3)[CH2:5]2)=[O:7])[CH:13]=1)(=[O:15])=[O:16], predict the reactants needed to synthesize it. The reactants are: [OH:1][CH:2]1[CH2:5][N:4]([C:6]([C:8]2[CH:13]=[C:12]([S:14]([CH3:17])(=[O:16])=[O:15])[CH:11]=[CH:10][C:9]=2[O:18][C@H:19]([CH3:24])[C:20]([F:23])([F:22])[F:21])=[O:7])[CH2:3]1.F[C:26]1[CH:31]=[CH:30][C:29]([C:32]([F:35])([F:34])[F:33])=[CH:28][CH:27]=1. (5) The reactants are: [C:1]([C:3]1[CH:21]=[CH:20][C:6]([C:7]([NH:9][C:10]2[CH:15]=[CH:14][C:13]([C:16]([F:19])([F:18])[F:17])=[CH:12][CH:11]=2)=[O:8])=[CH:5][C:4]=1[CH3:22])#[N:2].[H-].[Na+].[CH3:25]I. Given the product [C:1]([C:3]1[CH:21]=[CH:20][C:6]([C:7]([N:9]([CH3:25])[C:10]2[CH:15]=[CH:14][C:13]([C:16]([F:18])([F:17])[F:19])=[CH:12][CH:11]=2)=[O:8])=[CH:5][C:4]=1[CH3:22])#[N:2], predict the reactants needed to synthesize it.